This data is from Catalyst prediction with 721,799 reactions and 888 catalyst types from USPTO. The task is: Predict which catalyst facilitates the given reaction. (1) Reactant: C([O:3][C:4]([C:6]1[C:11](=[O:12])[N:10]([C:13]2[CH:18]=[CH:17][CH:16]=[CH:15][CH:14]=2)[C:9]([C:19]2[CH:24]=[CH:23][CH:22]=[CH:21][CH:20]=2)=[N:8][CH:7]=1)=[O:5])C.[I-].[Li+]. Product: [O:12]=[C:11]1[N:10]([C:13]2[CH:18]=[CH:17][CH:16]=[CH:15][CH:14]=2)[C:9]([C:19]2[CH:20]=[CH:21][CH:22]=[CH:23][CH:24]=2)=[N:8][CH:7]=[C:6]1[C:4]([OH:5])=[O:3]. The catalyst class is: 17. (2) Reactant: [O:1]([CH2:8][CH2:9][N:10]1[C:18]2[C:13](=[CH:14][CH:15]=[C:16]([C:19]([OH:21])=O)[CH:17]=2)[CH:12]=[CH:11]1)[C:2]1[CH:7]=[CH:6][CH:5]=[CH:4][CH:3]=1.CN(C([O:29][N:30]1N=NC2C=CC=NC1=2)=[N+](C)C)C.F[P-](F)(F)(F)(F)F.NO. Product: [OH:29][NH:30][C:19]([C:16]1[CH:17]=[C:18]2[C:13]([CH:12]=[CH:11][N:10]2[CH2:9][CH2:8][O:1][C:2]2[CH:7]=[CH:6][CH:5]=[CH:4][CH:3]=2)=[CH:14][CH:15]=1)=[O:21]. The catalyst class is: 39. (3) Reactant: [O:1]1[C:5]2[CH:6]=[CH:7][CH:8]=[CH:9][C:4]=2[CH:3]=[CH:2]1.[CH3:10]S(C)=O.C1(=O)C=CC(=O)C=C1. Product: [O:1]1[C:5]2[C:4](=[CH:9][CH:8]=[CH:7][CH:6]=2)[CH:3]=[CH:2][CH2:10]1. The catalyst class is: 2. (4) Reactant: [Cl-].[Al+3].[Cl-].[Cl-].[Br:5][C:6]1[CH:7]=[CH:8][C:9]([CH3:17])=[C:10]([S:12][CH2:13][C:14](Cl)=[O:15])[CH:11]=1. Product: [Br:5][C:6]1[C:11]2[C:14](=[O:15])[CH2:13][S:12][C:10]=2[C:9]([CH3:17])=[CH:8][CH:7]=1. The catalyst class is: 26. (5) Reactant: [NH2:1][C:2]1[CH:11]=[CH:10][C:5]([C:6]([O:8][CH3:9])=[O:7])=[C:4]([O:12][CH3:13])[CH:3]=1.[C:14](OC(=O)C)(=[O:16])[CH3:15]. Product: [C:14]([NH:1][C:2]1[CH:11]=[CH:10][C:5]([C:6]([O:8][CH3:9])=[O:7])=[C:4]([O:12][CH3:13])[CH:3]=1)(=[O:16])[CH3:15]. The catalyst class is: 8. (6) The catalyst class is: 170. Product: [CH3:4][C:5]1[N:10]([CH2:11][C:12]2[S:13][C:14]([C:17]([F:20])([F:19])[F:18])=[CH:15][CH:16]=2)[C:9](=[O:21])[NH:8][C:7](=[O:32])[N:6]=1. Reactant: ClCCl.[CH3:4][C:5]1[N:10]([CH2:11][C:12]2[S:13][C:14]([C:17]([F:20])([F:19])[F:18])=[CH:15][CH:16]=2)[C:9](=[O:21])[N:8]=[C:7](SC)[N:6]=1.ClC1C=CC=C(C(OO)=[O:32])C=1.S([O-])([O-])(=O)=S.[Na+].[Na+].